Dataset: Forward reaction prediction with 1.9M reactions from USPTO patents (1976-2016). Task: Predict the product of the given reaction. (1) Given the reactants [CH:1](=O)/[CH:2]=[CH:3]/[C:4]1[CH:9]=[CH:8][CH:7]=[CH:6][CH:5]=1.[N:11]1[CH:16]=[CH:15][C:14]([CH2:17][C:18](=[O:20])[CH3:19])=[CH:13][CH:12]=1, predict the reaction product. The product is: [C:4]1([CH:3]=[CH:2][CH:1]=[C:17]([C:14]2[CH:15]=[CH:16][N:11]=[CH:12][CH:13]=2)[C:18](=[O:20])[CH3:19])[CH:9]=[CH:8][CH:7]=[CH:6][CH:5]=1. (2) Given the reactants BrC1C=CC=C(C)C=1.[Li]CCCC.CCCCCC.COC(NCC[O:27][C@@H:28]([C:42]1[CH:43]=[C:44]([CH3:48])[CH:45]=[CH:46][CH:47]=1)[C@@H:29]1[CH2:34][CH2:33][CH2:32][N:31]([C:35]([O:37][C:38]([CH3:41])([CH3:40])[CH3:39])=[O:36])[CH2:30]1)=O, predict the reaction product. The product is: [CH3:48][C:44]1[CH:43]=[C:42]([CH:47]=[CH:46][CH:45]=1)[C:28]([C@@H:29]1[CH2:34][CH2:33][CH2:32][N:31]([C:35]([O:37][C:38]([CH3:41])([CH3:39])[CH3:40])=[O:36])[CH2:30]1)=[O:27]. (3) The product is: [C:1]([C@@H:3]([NH:8][C:9]([C@@H:11]1[CH2:16][CH2:15][CH2:14][CH2:13][C@@H:12]1[NH:17][C:37]([C:29]1[N:28]([CH2:27][CH2:26][O:25][CH2:24][CH2:23][O:22][Si:21]([CH:43]([CH3:45])[CH3:44])([CH:40]([CH3:42])[CH3:41])[CH:18]([CH3:19])[CH3:20])[C:36]2[C:31]([CH:30]=1)=[CH:32][CH:33]=[CH:34][CH:35]=2)=[O:38])=[O:10])[CH2:4][CH:5]([CH3:7])[CH3:6])#[N:2]. Given the reactants [C:1]([C@@H:3]([NH:8][C:9]([C@@H:11]1[CH2:16][CH2:15][CH2:14][CH2:13][C@@H:12]1[NH2:17])=[O:10])[CH2:4][CH:5]([CH3:7])[CH3:6])#[N:2].[CH:18]([Si:21]([CH:43]([CH3:45])[CH3:44])([CH:40]([CH3:42])[CH3:41])[O:22][CH2:23][CH2:24][O:25][CH2:26][CH2:27][N:28]1[C:36]2[C:31](=[CH:32][CH:33]=[CH:34][CH:35]=2)[CH:30]=[C:29]1[C:37](O)=[O:38])([CH3:20])[CH3:19], predict the reaction product. (4) Given the reactants Br[C:2]1[N:3]=[C:4]([CH:33]2[CH2:35][CH2:34]2)[N:5]([CH2:25][O:26][CH2:27][CH2:28][Si:29]([CH3:32])([CH3:31])[CH3:30])[C:6]=1[C:7]1[CH:12]=[CH:11][N:10]=[C:9]([NH:13][CH2:14][C@@H:15]([NH:17][C:18](=[O:24])[O:19][C:20]([CH3:23])([CH3:22])[CH3:21])[CH3:16])[N:8]=1.[Cl:36][C:37]1[C:42](B2OC(C)(C)C(C)(C)O2)=[CH:41][CH:40]=[CH:39][C:38]=1[NH:52][S:53]([CH2:56][CH2:57][CH3:58])(=[O:55])=[O:54].C([O-])([O-])=O.[Na+].[Na+].C(Cl)Cl, predict the reaction product. The product is: [Cl:36][C:37]1[C:38]([NH:52][S:53]([CH2:56][CH2:57][CH3:58])(=[O:55])=[O:54])=[CH:39][CH:40]=[CH:41][C:42]=1[C:2]1[N:3]=[C:4]([CH:33]2[CH2:35][CH2:34]2)[N:5]([CH2:25][O:26][CH2:27][CH2:28][Si:29]([CH3:32])([CH3:31])[CH3:30])[C:6]=1[C:7]1[CH:12]=[CH:11][N:10]=[C:9]([NH:13][CH2:14][C@@H:15]([NH:17][C:18](=[O:24])[O:19][C:20]([CH3:23])([CH3:22])[CH3:21])[CH3:16])[N:8]=1.